From a dataset of Full USPTO retrosynthesis dataset with 1.9M reactions from patents (1976-2016). Predict the reactants needed to synthesize the given product. (1) Given the product [NH2:8][CH2:9][CH2:10][C:11]1[CH:16]=[CH:15][C:14]([NH:17][C:18]([C:20]2[C:21]([NH:26][CH2:27][C:28]3[CH:29]=[CH:30][N:31]=[CH:32][CH:33]=3)=[N:22][CH:23]=[CH:24][CH:25]=2)=[O:19])=[CH:13][CH:12]=1, predict the reactants needed to synthesize it. The reactants are: C(OC([NH:8][CH2:9][CH2:10][C:11]1[CH:16]=[CH:15][C:14]([NH:17][C:18]([C:20]2[C:21]([NH:26][CH2:27][C:28]3[CH:33]=[CH:32][N:31]=[CH:30][CH:29]=3)=[N:22][CH:23]=[CH:24][CH:25]=2)=[O:19])=[CH:13][CH:12]=1)=O)(C)(C)C.C(O)(C(F)(F)F)=O. (2) Given the product [NH:13]1[CH:12]=[C:11]([C:8]2[CH:9]=[C:10]3[C:5]([C:4]([CH3:17])([CH3:16])[C:3](=[O:18])[N:2]3[CH3:1])=[CH:6][CH:7]=2)[N:22]=[CH:14]1, predict the reactants needed to synthesize it. The reactants are: [CH3:1][N:2]1[C:10]2[C:5](=[CH:6][CH:7]=[C:8]([C:11]3O[CH:14]=[N:13][CH:12]=3)[CH:9]=2)[C:4]([CH3:17])([CH3:16])[C:3]1=[O:18].O.C([NH2:22])=O. (3) Given the product [CH2:26]([N:23]([CH2:24][CH3:25])[C:21]([C:20]1[CH:28]=[CH:29][C:17]([C:16](=[C:30]2[CH2:31][CH2:32][NH:33][CH2:34][CH2:35]2)[C:11]2[CH:12]=[CH:13][CH:14]=[CH:15][C:10]=2[NH:9][C:1](=[O:8])[CH2:49][C:50]2[CH:55]=[CH:54][CH:53]=[CH:52][CH:51]=2)=[CH:18][CH:19]=1)=[O:22])[CH3:27], predict the reactants needed to synthesize it. The reactants are: [C:1]([NH:9][C:10]1[CH:15]=[CH:14][CH:13]=[CH:12][C:11]=1[C:16](=[C:30]1[CH2:35][CH2:34][NH:33][CH2:32][CH2:31]1)[C:17]1[CH:29]=[CH:28][C:20]([C:21]([N:23]([CH2:26][CH3:27])[CH2:24][CH3:25])=[O:22])=[CH:19][CH:18]=1)(=[O:8])C1C=CC=CC=1.CC(OC(N1CCC(=[C:49](C2C=CC=CC=2N)[C:50]2[CH:55]=[CH:54][C:53](C(N(CC)CC)=O)=[CH:52][CH:51]=2)CC1)=O)(C)C.C1(CC(Cl)=O)C=CC=CC=1.C(O)(C(F)(F)F)=O. (4) Given the product [F:22][CH2:2][C:3]1[N:4]=[C:5]([NH:8][C:9](=[O:15])[O:10][C:11]([CH3:14])([CH3:13])[CH3:12])[S:6][CH:7]=1, predict the reactants needed to synthesize it. The reactants are: O[CH2:2][C:3]1[N:4]=[C:5]([NH:8][C:9](=[O:15])[O:10][C:11]([CH3:14])([CH3:13])[CH3:12])[S:6][CH:7]=1.C(N(S(F)(F)[F:22])CC)C.C(=O)(O)[O-].[Na+]. (5) Given the product [F:31][C:26]1[CH:25]=[CH:24][C:23]2[C:22]([CH:19]3[CH2:20][CH2:21][N:16]([CH2:15][CH2:14][C:3]4[C:4](=[O:5])[N:6]5[CH2:7][CH2:8][CH2:9][CH:10]([O:13][CH2:42][CH2:41][CH2:40][NH:39][C:32](=[O:34])[C:64]([CH3:65])([CH3:68])[CH3:44])[C:11]5=[N:12][C:2]=4[CH3:1])[CH2:17][CH2:18]3)=[N:30][O:29][C:28]=2[CH:27]=1, predict the reactants needed to synthesize it. The reactants are: [CH3:1][C:2]1[N:12]=[C:11]2[N:6]([CH2:7][CH2:8][CH2:9][CH:10]2[OH:13])[C:4](=[O:5])[C:3]=1[CH2:14][CH2:15][N:16]1[CH2:21][CH2:20][CH:19]([C:22]2[C:23]3[CH:24]=[CH:25][C:26]([F:31])=[CH:27][C:28]=3[O:29][N:30]=2)[CH2:18][CH2:17]1.[C:32]([NH:39][CH2:40][CH2:41][CH2:42]Br)([O:34]C(C)(C)C)=O.[CH2:44]1OCCOCCOCCOCCOCCOC1.[H-].[Na+].[CH2:64]1[CH2:68]OC[CH2:65]1.